Predict the reaction yield, written as a fraction of the theoretical maximum amount of product (1.0 means a 100% yield; for example, 0.34 means a 34% yield). From a dataset of Reaction yield outcomes from USPTO patents with 853,638 reactions. (1) The reactants are [Cl:1][C:2]1[CH:21]=[C:20]([C:22]([F:25])([F:24])[F:23])[CH:19]=[CH:18][C:3]=1[CH2:4][N:5]1[C:9](/[CH:10]=[CH:11]/[C:12]([O:14][CH2:15][CH3:16])=[O:13])=[CH:8][C:7]([OH:17])=[N:6]1.[O:26]1[CH2:31][CH2:30][CH:29](O)[CH2:28][CH2:27]1.C(P(CCCC)CCCC)CCC.N(C(N1CCCCC1)=O)=NC(N1CCCCC1)=O. The catalyst is O1CCCC1. The product is [Cl:1][C:2]1[CH:21]=[C:20]([C:22]([F:25])([F:23])[F:24])[CH:19]=[CH:18][C:3]=1[CH2:4][N:5]1[C:9](/[CH:10]=[CH:11]/[C:12]([O:14][CH2:15][CH3:16])=[O:13])=[CH:8][C:7]([O:17][CH:29]2[CH2:30][CH2:31][O:26][CH2:27][CH2:28]2)=[N:6]1. The yield is 0.750. (2) The reactants are [CH3:1][N:2]([CH2:12][C:13]1[CH:14]=[C:15]([C:19]2[CH:24]=[CH:23][C:22]([CH:25]=[CH:26][C:27]([O:29][CH2:30][CH3:31])=[O:28])=[CH:21][CH:20]=2)[CH:16]=[CH:17][CH:18]=1)[C:3](=[O:11])[CH2:4][CH2:5][CH2:6][CH2:7][CH2:8][CH2:9][CH3:10]. The catalyst is CO.[Pd]. The product is [CH3:1][N:2]([CH2:12][C:13]1[CH:14]=[C:15]([C:19]2[CH:24]=[CH:23][C:22]([CH2:25][CH2:26][C:27]([O:29][CH2:30][CH3:31])=[O:28])=[CH:21][CH:20]=2)[CH:16]=[CH:17][CH:18]=1)[C:3](=[O:11])[CH2:4][CH2:5][CH2:6][CH2:7][CH2:8][CH2:9][CH3:10]. The yield is 0.800. (3) The reactants are [Cl:1][C:2]1[CH:30]=[N:29][C:5]2[N:6]([S:20]([C:23]3[CH:28]=[CH:27][CH:26]=[CH:25][CH:24]=3)(=[O:22])=[O:21])[C:7]3[C:12]([C:4]=2[CH:3]=1)=[CH:11][C:10]([C:13]1[CH:18]=[CH:17][C:16]([OH:19])=[CH:15][CH:14]=1)=[CH:9][CH:8]=3.C1(P(C2C=CC=CC=2)C2C=CC=CC=2)C=CC=CC=1.[CH3:50][N:51]1[CH2:56][CH2:55][N:54]([CH2:57][CH2:58]O)[CH2:53][CH2:52]1.CC(OC(/N=N/C(OC(C)C)=O)=O)C. The catalyst is C1COCC1.C1COCC1.CO. The product is [Cl:1][C:2]1[CH:30]=[N:29][C:5]2[N:6]([S:20]([C:23]3[CH:28]=[CH:27][CH:26]=[CH:25][CH:24]=3)(=[O:22])=[O:21])[C:7]3[C:12]([C:4]=2[CH:3]=1)=[CH:11][C:10]([C:13]1[CH:18]=[CH:17][C:16]([O:19][CH2:58][CH2:57][N:54]2[CH2:55][CH2:56][N:51]([CH3:50])[CH2:52][CH2:53]2)=[CH:15][CH:14]=1)=[CH:9][CH:8]=3. The yield is 0.800.